This data is from Forward reaction prediction with 1.9M reactions from USPTO patents (1976-2016). The task is: Predict the product of the given reaction. (1) Given the reactants F[C:2]1[C:7]([CH2:8][CH2:9][O:10][C:11]2[C:20]3[C:15](=[CH:16][C:17]([O:21][CH3:22])=[CH:18][CH:19]=3)[N:14]=[CH:13][CH:12]=2)=[CH:6][C:5]([C:23]2[S:24][CH:25]=[C:26]([CH3:28])[CH:27]=2)=[CH:4][N:3]=1.Cl.[O:30]1CCOCC1, predict the reaction product. The product is: [CH3:22][O:21][C:17]1[CH:16]=[C:15]2[C:20]([C:11]([O:10][CH2:9][CH2:8][C:7]3[C:2](=[O:30])[NH:3][CH:4]=[C:5]([C:23]4[S:24][CH:25]=[C:26]([CH3:28])[CH:27]=4)[CH:6]=3)=[CH:12][CH:13]=[N:14]2)=[CH:19][CH:18]=1. (2) The product is: [Br:28][CH2:20][C:17]1[CH:18]=[CH:19][C:14]([CH2:13][CH2:12][N:9]2[CH:10]=[CH:11][C:6]([O:5][CH2:4][C:3]3[CH:23]=[CH:24][CH:25]=[CH:26][C:2]=3[F:1])=[CH:7][C:8]2=[O:22])=[CH:15][CH:16]=1. Given the reactants [F:1][C:2]1[CH:26]=[CH:25][CH:24]=[CH:23][C:3]=1[CH2:4][O:5][C:6]1[CH:11]=[CH:10][N:9]([CH2:12][CH2:13][C:14]2[CH:19]=[CH:18][C:17]([CH2:20]O)=[CH:16][CH:15]=2)[C:8](=[O:22])[CH:7]=1.P(Br)(Br)[Br:28], predict the reaction product. (3) Given the reactants [CH:1]([C:4]1[N:5]([CH2:18][C:19]2[CH:24]=[CH:23][CH:22]=[CH:21][N:20]=2)[C:6]2[C:11]([C:12]=1[C:13](O)=[O:14])=[CH:10][CH:9]=[C:8]([O:16][CH3:17])[CH:7]=2)([CH3:3])[CH3:2].[F:25][C:26]1[CH:27]=[C:28]([CH2:32][NH2:33])[CH:29]=[N:30][CH:31]=1, predict the reaction product. The product is: [F:25][C:26]1[CH:27]=[C:28]([CH2:32][NH:33][C:13]([C:12]2[C:11]3[C:6](=[CH:7][C:8]([O:16][CH3:17])=[CH:9][CH:10]=3)[N:5]([CH2:18][C:19]3[CH:24]=[CH:23][CH:22]=[CH:21][N:20]=3)[C:4]=2[CH:1]([CH3:2])[CH3:3])=[O:14])[CH:29]=[N:30][CH:31]=1. (4) Given the reactants [Br:1][C:2]1[CH:3]=[C:4]([CH:9]=[CH:10][C:11]=1[N:12]1[CH2:17][CH2:16][N:15]([CH2:18][CH2:19][OH:20])[CH2:14][CH2:13]1)[C:5]([O:7][CH3:8])=[O:6].[H-].[Na+].[CH2:23](Br)[C:24]1[CH:29]=[CH:28][CH:27]=[CH:26][CH:25]=1.O, predict the reaction product. The product is: [CH2:23]([O:20][CH2:19][CH2:18][N:15]1[CH2:16][CH2:17][N:12]([C:11]2[CH:10]=[CH:9][C:4]([C:5]([O:7][CH3:8])=[O:6])=[CH:3][C:2]=2[Br:1])[CH2:13][CH2:14]1)[C:24]1[CH:29]=[CH:28][CH:27]=[CH:26][CH:25]=1. (5) Given the reactants [N+:1]([CH2:4][C:5]([O:7][CH2:8][CH3:9])=[O:6])([O-:3])=O.[C:10]1([CH2:16][CH2:17][C:18]#[CH:19])[CH:15]=[CH:14][CH:13]=[CH:12][CH:11]=1.N12CCN(CC1)CC2.Cl, predict the reaction product. The product is: [C:10]1([CH2:16][CH2:17][C:18]2[O:3][N:1]=[C:4]([C:5]([O:7][CH2:8][CH3:9])=[O:6])[CH:19]=2)[CH:15]=[CH:14][CH:13]=[CH:12][CH:11]=1. (6) Given the reactants [Br:1][C:2]1[CH:6]=[N:5][N:4]([CH3:7])[C:3]=1[C:8]1[CH:9]=[C:10]([NH2:16])[CH:11]=[CH:12][C:13]=1[O:14][CH3:15].[F:17][C:18]1[CH:23]=[C:22]([F:24])[CH:21]=[CH:20][C:19]=1[N:25]=[C:26]=[O:27].NC(N)=O, predict the reaction product. The product is: [Br:1][C:2]1[CH:6]=[N:5][N:4]([CH3:7])[C:3]=1[C:8]1[CH:9]=[C:10]([NH:16][C:26]([NH:25][C:19]2[CH:20]=[CH:21][C:22]([F:24])=[CH:23][C:18]=2[F:17])=[O:27])[CH:11]=[CH:12][C:13]=1[O:14][CH3:15]. (7) Given the reactants [OH:1][CH2:2][C:3]1[C:11]2[C:6](=[N:7][C:8]([C:19]3[CH:24]=[CH:23][C:22]([CH3:25])=[CH:21][CH:20]=3)=[C:9]([C:12]3[CH:17]=[CH:16][C:15]([CH3:18])=[CH:14][CH:13]=3)[N:10]=2)[N:5]([CH2:26][CH2:27][CH2:28][CH2:29][CH2:30][CH2:31][C:32]([O:34]CC)=[O:33])[CH:4]=1.[H-].[Na+].[CH3:39]I.Cl, predict the reaction product. The product is: [CH3:39][O:1][CH2:2][C:3]1[C:11]2[C:6](=[N:7][C:8]([C:19]3[CH:20]=[CH:21][C:22]([CH3:25])=[CH:23][CH:24]=3)=[C:9]([C:12]3[CH:17]=[CH:16][C:15]([CH3:18])=[CH:14][CH:13]=3)[N:10]=2)[N:5]([CH2:26][CH2:27][CH2:28][CH2:29][CH2:30][CH2:31][C:32]([OH:34])=[O:33])[CH:4]=1. (8) The product is: [Br:1][C:2]1[CH:3]=[CH:4][C:5]([CH:8]2[O:12][C:11](=[O:13])[N:10]([CH3:17])[CH2:9]2)=[N:6][CH:7]=1. Given the reactants [Br:1][C:2]1[CH:3]=[CH:4][C:5]([CH:8]2[O:12][C:11](=[O:13])[NH:10][CH2:9]2)=[N:6][CH:7]=1.[H-].[Na+].I[CH3:17], predict the reaction product. (9) Given the reactants [F:1][C:2]1[CH:7]=[CH:6][C:5]([C:8]2[S:9][C:10]3[N:11]=[CH:12][N:13]=[C:14]([N:17]4[CH2:22][CH2:21][NH:20][CH2:19][CH2:18]4)[C:15]=3[N:16]=2)=[CH:4][CH:3]=1.[CH3:23][O:24][C:25]1[CH:35]=[CH:34][C:28]([O:29][CH2:30][C:31](O)=[O:32])=[CH:27][CH:26]=1, predict the reaction product. The product is: [F:1][C:2]1[CH:7]=[CH:6][C:5]([C:8]2[S:9][C:10]3[N:11]=[CH:12][N:13]=[C:14]([N:17]4[CH2:22][CH2:21][N:20]([C:31](=[O:32])[CH2:30][O:29][C:28]5[CH:34]=[CH:35][C:25]([O:24][CH3:23])=[CH:26][CH:27]=5)[CH2:19][CH2:18]4)[C:15]=3[N:16]=2)=[CH:4][CH:3]=1.